From a dataset of Forward reaction prediction with 1.9M reactions from USPTO patents (1976-2016). Predict the product of the given reaction. (1) Given the reactants [Cl:1][C:2]1[C:3]([CH:25]=[CH2:26])=[C:4]([CH:8]=[C:9]([CH2:13][C:14]2[CH:19]=[CH:18][C:17]([N:20]3[CH:24]=[CH:23][CH:22]=[N:21]3)=[CH:16][CH:15]=2)[C:10]=1[O:11][CH3:12])[C:5]([OH:7])=O.Cl.[NH2:28][C@@H:29]1[CH2:34][CH2:33][CH2:32][CH2:31][C@H:30]1[OH:35].ON1C2C=CC=CC=2N=N1.Cl.CN(C)CCCN=C=NCC, predict the reaction product. The product is: [Cl:1][C:2]1[C:3]([CH:25]=[CH2:26])=[C:4]([CH:8]=[C:9]([CH2:13][C:14]2[CH:15]=[CH:16][C:17]([N:20]3[CH:24]=[CH:23][CH:22]=[N:21]3)=[CH:18][CH:19]=2)[C:10]=1[O:11][CH3:12])[C:5]([NH:28][C@@H:29]1[CH2:34][CH2:33][CH2:32][CH2:31][C@H:30]1[OH:35])=[O:7]. (2) Given the reactants [CH3:1][NH:2][C:3]([C:5]1[CH:10]=[C:9]([O:11][C:12]2[CH:13]=[C:14]3[C:19](=[CH:20][CH:21]=2)[N:18]=[C:17](S(C)(=O)=O)[N:16]=[CH:15]3)[CH:8]=[CH:7][N:6]=1)=[O:4].[CH:26]1[C:35]2[C:30](=[CH:31][CH:32]=[CH:33][CH:34]=2)[CH:29]=[CH:28][C:27]=1[NH:36]C1C=CC=CC=1, predict the reaction product. The product is: [CH3:1][NH:2][C:3]([C:5]1[CH:10]=[C:9]([O:11][C:12]2[CH:13]=[C:14]3[C:19](=[CH:20][CH:21]=2)[N:18]=[C:17]([NH:36][C:27]2[CH:28]=[CH:29][C:30]4[C:35](=[CH:34][CH:33]=[CH:32][CH:31]=4)[CH:26]=2)[N:16]=[CH:15]3)[CH:8]=[CH:7][N:6]=1)=[O:4]. (3) Given the reactants C(N1C=CN=C1)([N:3]1C=CN=C1)=O.[F:13][C:14]1[CH:15]=[C:16]([CH:34]=[CH:35][CH:36]=1)[CH2:17][O:18][C:19]1[CH:24]=[CH:23][C:22]([N:25]2[C:29](=[O:30])[CH2:28][C@H:27]([C:31](O)=[O:32])[CH2:26]2)=[CH:21][CH:20]=1, predict the reaction product. The product is: [F:13][C:14]1[CH:15]=[C:16]([CH:34]=[CH:35][CH:36]=1)[CH2:17][O:18][C:19]1[CH:24]=[CH:23][C:22]([N:25]2[C:29](=[O:30])[CH2:28][C@H:27]([C:31]([NH2:3])=[O:32])[CH2:26]2)=[CH:21][CH:20]=1. (4) Given the reactants C(OC[N:10]1[CH:14]=[C:13]([C@H:15]([N:17]([CH:33]2[CH2:35][CH2:34]2)[C:18]([C@@H:20]2[O:25][CH2:24][CH2:23][N:22]([C:26]([O:28][C:29]([CH3:32])([CH3:31])[CH3:30])=[O:27])[CH2:21]2)=[O:19])[CH3:16])[N:12]=[C:11]1[O:36][CH:37]([CH3:39])[CH3:38])C1C=CC=CC=1, predict the reaction product. The product is: [CH:33]1([N:17]([C@@H:15]([C:13]2[N:12]=[C:11]([O:36][CH:37]([CH3:39])[CH3:38])[NH:10][CH:14]=2)[CH3:16])[C:18]([C@@H:20]2[O:25][CH2:24][CH2:23][N:22]([C:26]([O:28][C:29]([CH3:31])([CH3:32])[CH3:30])=[O:27])[CH2:21]2)=[O:19])[CH2:35][CH2:34]1. (5) Given the reactants [I:1][CH2:2][CH2:3][C:4]1[CH:9]=[CH:8][C:7]([C:10](=O)[CH2:11][CH2:12][CH2:13][CH2:14][CH2:15][CH2:16][CH3:17])=[CH:6][CH:5]=1.C([SiH](CC)CC)C, predict the reaction product. The product is: [CH2:10]([C:7]1[CH:6]=[CH:5][C:4]([CH2:3][CH2:2][I:1])=[CH:9][CH:8]=1)[CH2:11][CH2:12][CH2:13][CH2:14][CH2:15][CH2:16][CH3:17]. (6) Given the reactants [Cl:1][C:2]1[CH:3]=[C:4]([N:9]2[CH2:14][CH2:13][O:12][CH2:11][CH2:10]2)[CH:5]=[C:6]([Cl:8])[CH:7]=1.[Li]C(CC)C.CN([CH:23]=[O:24])C, predict the reaction product. The product is: [Cl:1][C:2]1[CH:3]=[C:4]([N:9]2[CH2:14][CH2:13][O:12][CH2:11][CH2:10]2)[CH:5]=[C:6]([Cl:8])[C:7]=1[CH:23]=[O:24]. (7) Given the reactants [F:1][C:2]([F:15])([F:14])[O:3][C:4]1[CH:9]=[CH:8][C:7]([NH:10][C:11](=O)[CH3:12])=[CH:6][CH:5]=1.COC1C=CC(P2(SP(C3C=CC(OC)=CC=3)(=S)S2)=[S:25])=CC=1, predict the reaction product. The product is: [F:1][C:2]([F:15])([F:14])[O:3][C:4]1[CH:9]=[CH:8][C:7]([NH:10][C:11](=[S:25])[CH3:12])=[CH:6][CH:5]=1. (8) Given the reactants [C:1]([C:3]1[CH:4]=[C:5]2[C:10](=[CH:11][C:12]=1[O:13][C:14]1[CH:22]=[CH:21][C:17]([C:18]([OH:20])=O)=[CH:16][CH:15]=1)[O:9][CH2:8][CH2:7][CH:6]2[C:23]([O:25][CH3:26])=[O:24])#[N:2].Cl.CN(C)CCCN=C=NCC.O.ON1C2C=CC=CC=2N=N1.Cl.[O:51]1[C:60]2[C:55](=[CH:56][CH:57]=[CH:58][CH:59]=2)[CH2:54][CH:53]([NH2:61])[CH2:52]1.C(N(CC)CC)C, predict the reaction product. The product is: [O:51]1[C:60]2[C:55](=[CH:56][CH:57]=[CH:58][CH:59]=2)[CH2:54][CH:53]([NH:61][C:18]([C:17]2[CH:21]=[CH:22][C:14]([O:13][C:12]3[CH:11]=[C:10]4[C:5]([CH:6]([C:23]([O:25][CH3:26])=[O:24])[CH2:7][CH2:8][O:9]4)=[CH:4][C:3]=3[C:1]#[N:2])=[CH:15][CH:16]=2)=[O:20])[CH2:52]1. (9) Given the reactants [F:1][C:2]1[CH:3]=[C:4]([CH:31]=[CH:32][C:33]=1[F:34])[CH2:5][O:6][C:7]1[C:12]([C:13]([OH:15])=O)=[CH:11][C:10]([C:16]2[CH:21]=[CH:20][C:19]([Cl:22])=[CH:18][CH:17]=2)=[C:9]([C:23]2[CH:28]=[CH:27][C:26]([Cl:29])=[CH:25][C:24]=2[Cl:30])[N:8]=1.CN(C=O)C.C(Cl)(=O)C([Cl:43])=O, predict the reaction product. The product is: [Cl:22][C:19]1[CH:20]=[CH:21][C:16]([C:10]2[C:9]([C:23]3[CH:28]=[CH:27][C:26]([Cl:29])=[CH:25][C:24]=3[Cl:30])=[N:8][C:7]([O:6][CH2:5][C:4]3[CH:31]=[CH:32][C:33]([F:34])=[C:2]([F:1])[CH:3]=3)=[C:12]([CH:11]=2)[C:13]([Cl:43])=[O:15])=[CH:17][CH:18]=1. (10) Given the reactants [CH2:1]([N:8]([CH2:16][C:17]1[CH:21]=[CH:20][NH:19][N:18]=1)C(=O)OC(C)(C)C)[C:2]1[CH:7]=[CH:6][CH:5]=[CH:4][CH:3]=1.CCOC(C)=O.Cl, predict the reaction product. The product is: [C:2]1([CH2:1][NH:8][CH2:16][C:17]2[CH:21]=[CH:20][NH:19][N:18]=2)[CH:7]=[CH:6][CH:5]=[CH:4][CH:3]=1.